Dataset: Experimentally validated miRNA-target interactions with 360,000+ pairs, plus equal number of negative samples. Task: Binary Classification. Given a miRNA mature sequence and a target amino acid sequence, predict their likelihood of interaction. (1) The miRNA is hsa-miR-4768-5p with sequence AUUCUCUCUGGAUCCCAUGGAU. The protein sequence of the target gene is MRKLFSFGRRLGQALLSSMDQEYAGPGYDIRDWELRKIHRAAIKGDAAEVERCLTRRFRDLDARDRKDRTVLHLACAHGRVQVVTLLLHRRCQIDICDRLNRTPLMKAVHSQEEACAIVLLECGANPNIEDIYGNTALHYAVYNKGTSLAERLLSHHANIEALNKEGNTPLLFAINSRRQHMVEFLLKNQANIHAVDNFKRTALILAVQHNLSSIVTLLLQQNIRISSQDMFGQTAEDYALCSDLRSIRQQILEHKNKMLKNHLRNDNQETAAMKPANLKKRKERAKAEHNLKVASEEKQ.... Result: 1 (interaction). (2) The miRNA is hsa-miR-1-3p with sequence UGGAAUGUAAAGAAGUAUGUAU. The protein sequence of the target gene is MLTRVKSAVANFMGGIMAGSSGSEHGGGSCGGSDLPLRFPYGRPEFLGLSQDEVECSADHIARPILILKETRRLPWATGYAEVINAGKSTHNEDQASCEVLTVKKKAGAVTSTPNRNSSKRRSSLPNGEGLQLKENSESEGVSCHYWSLFDGHAGSGAAVVASRLLQHHITEQLQDIVDILKNSAVLPPTCLGEEPENTPANSRTLTRAASLRGGVGAPGSPSTPPTRFFTEKKIPHECLVIGALESAFKEMDLQIERERSSYNISGGCTALIVICLLGKLYVANAGDSRAIIIRNGEII.... Result: 1 (interaction). (3) The miRNA is hsa-miR-1292-3p with sequence UCGCGCCCCGGCUCCCGUUC. The protein sequence of the target gene is MAVPAALIPPTQLVPPQPPISTSASSSGTTTSTSSATSSPAPSIGPPASSGPTLFRPEPIASAAAAAATVTSTGGGGGGGGSGGGGGSSGNGGGGGGGGGGSNCNPNLAAASNGSGGGGGGISAGGGVASSTPINASTGSSSSSSSSSSSSSSSSSSSSSSSSCGPLPGKPVYSTPSPVENTPQNNECKMVDLRGAKVASFTVEGCELICLPQAFDLFLKHLVGGLHTVYTKLKRLEITPVVCNVEQVRILRGLGAIQPGVNRCKLISRKDFETLYNDCTNASSRPGRPPKRTQSVTSPE.... Result: 0 (no interaction). (4) The miRNA is cel-miR-255-3p with sequence AAACUGAAGAGAUUUUUUACAG. The protein sequence of the target gene is MSQPPIGGAAPATAAASPAAAATEARLHPEGSSRKQQRAQSPARPRDSSLRQTIAATRSPVGAGTKLNSVRQQQLQQQQQQGNKTGSRTGPPASIRGGGGGAEKATPLAPKGAAPGAVQPVAGAEAAPAATLAALGGRRPGPPEEPPRELESVPSKLGEPPPLGEGGGGGGEGGGAGGGSGEREGGAPQPPPPRGWRGKGVRAQQRGGSGGEGASPSPSSSSAGKTPGTGSRNSGSGVAGGGSGGGGSYWKEGCLQSELIQFHLKKERAAAAAAAAQMHAKNGGGSSSRSSPVSGPPAVC.... Result: 0 (no interaction). (5) The miRNA is hsa-miR-647 with sequence GUGGCUGCACUCACUUCCUUC. The protein sequence of the target gene is MSYQGKKNIPRITSDRLLIKGGKIVNDDQSFYADIYMEDGLIKQIGENLIVPGGVKTIEAHSRMVIPGGIDVHTRFQMPDQGMTSADDFFQGTKAALAGGTTMIIDHVVPEPGTSLLAAFDQWREWADSKSCCDYSLHVDISEWHKGIQEEMEALVKDHGVNSFLVYMAFKDRFQLTDCQIYEVLSVIRDIGAIAQVHAENGDIIAEEQQRILDLGITGPEGHVLSRPEEVEAEAVNRAITIANQTNCPLYITKVMSKSSAEVIAQARKKGTVVYGEPITASLGTDGSHYWSKNWAKAAA.... Result: 0 (no interaction). (6) The miRNA is mmu-miR-5136 with sequence AUAUGCGAGGGAACUACUGG. The protein sequence of the target gene is MSKGLPEARTDAAMSELVPEPRPKPAVPMKPVSINSNLLGYIGIDTIIEQMRKKTMKTGFDFNIMVVGQSGLGKSTLVNTLFKSQVSRKASSWNREEKIPKTVEIKAIGHVIEEGGVKMKLTVIDTPGFGDQINNENCWEPIEKYINEQYEKFLKEEVNIARKKRIPDTRVHCCLYFISPTGHSLRPLDLEFMKHLSKVVNIIPVIAKADTMTLEEKSEFKQRVRKELEVNGIEFYPQKEFDEDLEDKTENDKIRQESMPFAVVGSDKEYQVNGKRVLGRKTPWGIIEVENLNHCEFALL.... Result: 1 (interaction).